Dataset: Experimentally validated miRNA-target interactions with 360,000+ pairs, plus equal number of negative samples. Task: Binary Classification. Given a miRNA mature sequence and a target amino acid sequence, predict their likelihood of interaction. (1) The miRNA is hsa-miR-6511a-5p with sequence CAGGCAGAAGUGGGGCUGACAGG. The protein sequence of the target gene is MHQTLCLNPESLKMSACSDFVEHIWKPGSCKNCFCLRSDHQLVAGPPQPRAGSLPPPPRLPPRPENCRLEDEGVNSSPYSKPTIAVKPTMMSSEASDVWTEANLSAEVSQVIWRRAPGKLPLPKQEDAPVVYLGSFRGVQKPAGPSTSPDGNSRCPPAYTMVGLHNLEPRGERNIAFHPVSFPEEKAVHKEKPSFPYQDRPSTQESFRQKLAAFAGTTSGCHQGPGPLRESLPSEDDSDQRCSPSGDSEGGEYCSILDCCPGSPVAKAASQTAGSRGRHGGRDCSPTCWEQGKCSGPAEQ.... Result: 1 (interaction). (2) The miRNA is hsa-miR-3652 with sequence CGGCUGGAGGUGUGAGGA. The protein sequence of the target gene is MPPKKGGDGIKPPPIIGRFGTSLKIGIVGLPNVGKSTFFNVLTNSQASAENFPFCTIDPNESRVPVPDERFDFLCQYHKPASKIPAFLNVVDIAGLVKGAHNGQGLGNAFLSHISACDGIFHLTRAFEDDDITHVEGSVDPIRDIEIIHEELQLKDEEMIGPIIDKLEKVAVRGGDKKLKPEYDIMCKVKSWVIDQKKPVRFYHDWNDKEIEVLNKHLFLTSKPMVYLVNLSEKDYIRKKNKWLIKIKEWVDKYDPGALVIPFSGALELKLQELSAEERQKYLEANMTQSALPKIIKAGF.... Result: 1 (interaction).